Dataset: Peptide-MHC class I binding affinity with 185,985 pairs from IEDB/IMGT. Task: Regression. Given a peptide amino acid sequence and an MHC pseudo amino acid sequence, predict their binding affinity value. This is MHC class I binding data. (1) The peptide sequence is VSLAFVGL. The MHC is H-2-Db with pseudo-sequence H-2-Db. The binding affinity (normalized) is 0.267. (2) The peptide sequence is CINGEWCTI. The MHC is HLA-A02:01 with pseudo-sequence HLA-A02:01. The binding affinity (normalized) is 0.228.